From a dataset of Forward reaction prediction with 1.9M reactions from USPTO patents (1976-2016). Predict the product of the given reaction. The product is: [C:2]([S:3][CH:6]([C:10](=[O:21])[C:11]1[CH:16]=[CH:15][CH:14]=[CH:13][C:12]=1[C:17]([F:18])([F:19])[F:20])[C:7]([NH2:9])=[O:8])(=[NH:4])[NH2:1]. Given the reactants [NH2:1][C:2]([NH2:4])=[S:3].Br[CH:6]([C:10](=[O:21])[C:11]1[CH:16]=[CH:15][CH:14]=[CH:13][C:12]=1[C:17]([F:20])([F:19])[F:18])[C:7]([NH2:9])=[O:8], predict the reaction product.